Task: Predict the reactants needed to synthesize the given product.. Dataset: Full USPTO retrosynthesis dataset with 1.9M reactions from patents (1976-2016) (1) Given the product [O:13]=[C:10]1[NH:9][C:8]2[CH:14]=[C:4]([O:24][C:22](=[O:23])[CH3:17])[CH:5]=[CH:6][C:7]=2[O:12][CH2:11]1, predict the reactants needed to synthesize it. The reactants are: C([C:4]1[CH:5]=[CH:6][C:7]2[O:12][CH2:11][C:10](=[O:13])[NH:9][C:8]=2[CH:14]=1)(=O)C.C1C=C(Cl)C=[C:17]([C:22]([O:24]O)=[O:23])C=1.C(=O)(O)[O-].[Na+]. (2) Given the product [NH2:31][CH2:30][C:27]1[S:26][C:25]([C:7]2[CH:6]=[CH:5][C:4]([N:12]3[CH2:16][C@H:15]([CH2:17][N:18]4[CH:22]=[CH:21][N:20]=[N:19]4)[O:14][C:13]3=[O:23])=[CH:3][C:2]=2[F:1])=[N:29][CH:28]=1, predict the reactants needed to synthesize it. The reactants are: [F:1][C:2]1[CH:3]=[C:4]([N:12]2[CH2:16][C@H:15]([CH2:17][N:18]3[CH:22]=[CH:21][N:20]=[N:19]3)[O:14][C:13]2=[O:23])[CH:5]=[CH:6][C:7]=1[Sn](C)(C)C.Br[C:25]1[S:26][C:27]([CH2:30][NH:31]C(=O)OC(C)(C)C)=[CH:28][N:29]=1.[F-].[K+].C(OCC)(=O)C. (3) Given the product [CH3:1][O:2][C:3]1[CH:4]=[CH:5][C:6]2[N:12]3[C:13]([C:16]4[CH:17]=[CH:18][C:19]([C:22]5[CH:27]=[CH:26][CH:25]=[CH:24][C:23]=5[O:28][CH3:29])=[CH:20][CH:21]=4)=[N:14][N:15]=[C:11]3[CH2:10][N:9]([CH3:33])[CH2:8][C:7]=2[N:30]=1, predict the reactants needed to synthesize it. The reactants are: [CH3:1][O:2][C:3]1[CH:4]=[CH:5][C:6]2[N:12]3[C:13]([C:16]4[CH:21]=[CH:20][C:19]([C:22]5[CH:27]=[CH:26][CH:25]=[CH:24][C:23]=5[O:28][CH3:29])=[CH:18][CH:17]=4)=[N:14][N:15]=[C:11]3[CH2:10][NH:9][CH2:8][C:7]=2[N:30]=1.C=O.[C:33](O[BH-](OC(=O)C)OC(=O)C)(=O)C.[Na+].C(=O)([O-])O.[Na+]. (4) Given the product [CH3:18][C:19]1[CH:28]=[CH:27][C:22]([C:23]([OH:25])=[O:24])=[CH:21][C:20]=1[C:29]1[NH:33][C:32]([C:34]2([CH3:38])[CH2:35][O:36][CH2:37]2)=[N:31][C:30]=1[CH3:39], predict the reactants needed to synthesize it. The reactants are: CC1NC(C2C=C(C=CC=2C)C(O)=O)=C(C)N=1.[CH3:18][C:19]1[CH:28]=[CH:27][C:22]([C:23]([O:25]C)=[O:24])=[CH:21][C:20]=1[C:29]1[NH:33][C:32]([C:34]2([CH3:38])[CH2:37][O:36][CH2:35]2)=[N:31][C:30]=1[CH3:39].CC1NC(C2C=C(C=CC=2C)C(OC)=O)=C(C)N=1. (5) Given the product [F:26][C:21]1[CH:22]=[CH:23][CH:24]=[CH:25][C:20]=1[CH2:19][N:10]1[C:11]([C:13]2[CH:18]=[CH:17][CH:16]=[CH:15][N:14]=2)=[CH:12][C:8]([C:5]2[CH:4]=[CH:3][C:2]([S:28]([CH3:27])(=[O:30])=[O:29])=[CH:7][N:6]=2)=[N:9]1, predict the reactants needed to synthesize it. The reactants are: Br[C:2]1[CH:3]=[CH:4][C:5]([C:8]2[CH:12]=[C:11]([C:13]3[CH:18]=[CH:17][CH:16]=[CH:15][N:14]=3)[N:10]([CH2:19][C:20]3[CH:25]=[CH:24][CH:23]=[CH:22][C:21]=3[F:26])[N:9]=2)=[N:6][CH:7]=1.[CH3:27][S:28]([O-:30])=[O:29].[Na+].[NH4+].[Cl-].C([O-])(O)=O.[Na+]. (6) Given the product [CH2:7]([C:1]1[CH:6]=[CH:5][C:4]([S:20]([O-:22])(=[O:21])=[O:19])=[CH:3][CH:2]=1)[CH2:8][CH2:9][CH2:10][CH2:11][CH2:12][CH2:13][CH2:14][CH2:15][CH2:16][CH2:17][CH3:18].[K+:25], predict the reactants needed to synthesize it. The reactants are: [C:1]1([CH2:7][CH2:8][CH2:9][CH2:10][CH2:11][CH2:12][CH2:13][CH2:14][CH2:15][CH2:16][CH2:17][CH3:18])[CH:6]=[CH:5][CH:4]=[CH:3][CH:2]=1.[OH:19][S:20](O)(=[O:22])=[O:21].[OH-].[K+:25]. (7) Given the product [Br:12][CH2:13][CH2:14][CH2:15][S:1][CH2:2][CH2:3][CH2:4][S:5][CH2:6][CH2:7][C:8]([O:10][CH3:11])=[O:9], predict the reactants needed to synthesize it. The reactants are: [SH:1][CH2:2][CH2:3][CH2:4][S:5][CH2:6][CH2:7][C:8]([O:10][CH3:11])=[O:9].[Br:12][CH2:13][CH2:14][CH2:15]Br.CCN(C(C)C)C(C)C.